This data is from Reaction yield outcomes from USPTO patents with 853,638 reactions. The task is: Predict the reaction yield, written as a fraction of the theoretical maximum amount of product (1.0 means a 100% yield; for example, 0.34 means a 34% yield). (1) The reactants are [Br:1][C:2]1[C:3]([F:23])=[CH:4][C:5]2[N:9]=[C:8]([C@@H:10]3[CH2:14][CH2:13][CH2:12][N:11]3[C:15]([O:17][C:18]([CH3:21])([CH3:20])[CH3:19])=[O:16])[NH:7][C:6]=2[CH:22]=1.[H-].[Na+].[CH3:26][Si:27]([CH3:34])([CH3:33])[CH2:28][CH2:29][O:30][CH2:31]Cl.O. The catalyst is C1COCC1.CCOC(C)=O. The product is [Br:1][C:2]1[C:3]([F:23])=[CH:4][C:5]2[N:9]([CH2:31][O:30][CH2:29][CH2:28][Si:27]([CH3:34])([CH3:33])[CH3:26])[C:8]([C@@H:10]3[CH2:14][CH2:13][CH2:12][N:11]3[C:15]([O:17][C:18]([CH3:19])([CH3:20])[CH3:21])=[O:16])=[N:7][C:6]=2[CH:22]=1. The yield is 0.890. (2) The reactants are [N:1]([C@:4]12[CH2:39][CH2:38][C@@H:37]([C:40]([CH3:42])=[CH2:41])[C@@H:5]1[C@@H:6]1[C@@:19]([CH3:22])([CH2:20][CH2:21]2)[C@@:18]2([CH3:23])[C@@H:9]([C@:10]3([CH3:36])[C@@H:15]([CH2:16][CH2:17]2)[C:14]([CH3:25])([CH3:24])[C:13]([C:26]2[CH:35]=[CH:34][C:29]([C:30]([O:32]C)=[O:31])=[CH:28][CH:27]=2)=[CH:12][CH2:11]3)[CH2:8][CH2:7]1)=[C:2]=[O:3].CN(C)CCNC(=O)N[C@]12CC[C@@H](C(C)=C)[C@@H]1[C@@H]1[C@@](C)(CC2)[C@@]2(C)[C@@H]([C@]3(C)[C@@H](CC2)C(C)(C)C(C2C=CC(C(O)=O)=CC=2)=CC3)CC1.[CH3:90][N:91]([CH3:103])[C@H:92]1[C@H:96]([N:97]2[CH2:102][CH2:101][NH:100][CH2:99][CH2:98]2)[CH2:95][O:94][CH2:93]1. No catalyst specified. The product is [CH3:90][N:91]([CH3:103])[C@@H:92]1[CH2:93][O:94][CH2:95][C@H:96]1[N:97]1[CH2:102][CH2:101][N:100]([C:2]([NH:1][C@:4]23[CH2:39][CH2:38][C@@H:37]([C:40]([CH3:42])=[CH2:41])[C@@H:5]2[C@@H:6]2[C@@:19]([CH3:22])([CH2:20][CH2:21]3)[C@@:18]3([CH3:23])[C@@H:9]([C@:10]4([CH3:36])[C@@H:15]([CH2:16][CH2:17]3)[C:14]([CH3:24])([CH3:25])[C:13]([C:26]3[CH:27]=[CH:28][C:29]([C:30]([OH:32])=[O:31])=[CH:34][CH:35]=3)=[CH:12][CH2:11]4)[CH2:8][CH2:7]2)=[O:3])[CH2:99][CH2:98]1. The yield is 0.200. (3) The reactants are [C:1]([NH:4][C:5]1[CH:10]=[CH:9][C:8]([OH:11])=[CH:7][CH:6]=1)(=[O:3])[CH3:2].FC1C([O:19][C:20](=O)[CH2:21][CH2:22][CH2:23][O:24][N+:25]([O-:27])=[O:26])=C(F)C(F)=C(F)C=1F.Cl. The catalyst is CN(C1C=CN=CC=1)C.C(Cl)Cl.C1COCC1.C(Cl)Cl. The product is [C:1]([NH:4][C:5]1[CH:10]=[CH:9][C:8]([O:11][C:20](=[O:19])[CH2:21][CH2:22][CH2:23][O:24][N+:25]([O-:27])=[O:26])=[CH:7][CH:6]=1)(=[O:3])[CH3:2]. The yield is 0.840. (4) The reactants are [CH3:1][S:2][C:3]1[CH:8]=[CH:7][C:6]([C:9]2[CH:14]=[CH:13][NH:12][C:11](=[O:15])[CH:10]=2)=[CH:5][CH:4]=1.Br[C:17]1[CH:25]=[C:24]2[C:20]([C:21]3[CH2:30][CH2:29][N:28]([C:31]([O:33][C:34]([CH3:37])([CH3:36])[CH3:35])=[O:32])[CH2:27][C:22]=3[N:23]2[CH3:26])=[CH:19][CH:18]=1.OC1C=CC=C2C=1N=CC=C2.C([O-])([O-])=O.[Cs+].[Cs+]. The catalyst is CS(C)=O.[Cu]I. The product is [CH3:26][N:23]1[C:24]2[C:20](=[CH:19][CH:18]=[C:17]([N:12]3[CH:13]=[CH:14][C:9]([C:6]4[CH:7]=[CH:8][C:3]([S:2][CH3:1])=[CH:4][CH:5]=4)=[CH:10][C:11]3=[O:15])[CH:25]=2)[C:21]2[CH2:30][CH2:29][N:28]([C:31]([O:33][C:34]([CH3:37])([CH3:36])[CH3:35])=[O:32])[CH2:27][C:22]1=2. The yield is 0.380. (5) The reactants are Br[C:2]1[CH:3]=[C:4]2[C:14](=[CH:15][CH:16]=1)[O:13][C:7]1([CH2:12][CH2:11][CH2:10][O:9][CH2:8]1)[CH2:6][C:5]2=[O:17].[C:18]1([C:24]#[CH:25])[CH:23]=[CH:22][CH:21]=[CH:20][CH:19]=1. The catalyst is [Cu]I.Cl[Pd](Cl)([P](C1C=CC=CC=1)(C1C=CC=CC=1)C1C=CC=CC=1)[P](C1C=CC=CC=1)(C1C=CC=CC=1)C1C=CC=CC=1.C1C=CC(P(C2C=CC=CC=2)C2C=CC=CC=2)=CC=1. The product is [C:18]1([C:24]#[C:25][C:2]2[CH:3]=[C:4]3[C:14](=[CH:15][CH:16]=2)[O:13][C:7]2([CH2:12][CH2:11][CH2:10][O:9][CH2:8]2)[CH2:6][C:5]3=[O:17])[CH:23]=[CH:22][CH:21]=[CH:20][CH:19]=1. The yield is 0.900.